This data is from Reaction yield outcomes from USPTO patents with 853,638 reactions. The task is: Predict the reaction yield, written as a fraction of the theoretical maximum amount of product (1.0 means a 100% yield; for example, 0.34 means a 34% yield). (1) The reactants are [C:1]([O:5][C:6]([N:8]1[CH2:13][CH2:12][O:11][C@@H:10]([C:14]2[CH:19]=[CH:18][C:17]([NH:20][C:21]3[CH:26]=[CH:25][C:24]([Cl:27])=[CH:23][CH:22]=3)=[CH:16][CH:15]=2)[CH2:9]1)=[O:7])([CH3:4])([CH3:3])[CH3:2].[H-].[Na+].I[CH3:31].[Na+].[Cl-]. The catalyst is CN(C=O)C. The product is [C:1]([O:5][C:6]([N:8]1[CH2:13][CH2:12][O:11][C@@H:10]([C:14]2[CH:19]=[CH:18][C:17]([N:20]([C:21]3[CH:22]=[CH:23][C:24]([Cl:27])=[CH:25][CH:26]=3)[CH3:31])=[CH:16][CH:15]=2)[CH2:9]1)=[O:7])([CH3:4])([CH3:2])[CH3:3]. The yield is 0.790. (2) The reactants are [CH3:1][O:2][C:3]1[CH:4]=[C:5]2[C:10](=[CH:11][C:12]=1[O:13][CH3:14])[N:9]=[CH:8][CH:7]=[C:6]2[O:15][C:16]1[CH:21]=[CH:20][C:19]([CH3:22])=[CH:18][C:17]=1[C:23](=[O:36])[CH2:24][CH2:25][CH2:26][CH2:27][CH2:28][CH2:29][CH2:30][CH2:31][C:32](OC)=[O:33].[H-].C([Al+]CC(C)C)C(C)C.O. The catalyst is O1CCCC1. The product is [CH3:1][O:2][C:3]1[CH:4]=[C:5]2[C:10](=[CH:11][C:12]=1[O:13][CH3:14])[N:9]=[CH:8][CH:7]=[C:6]2[O:15][C:16]1[CH:21]=[CH:20][C:19]([CH3:22])=[CH:18][C:17]=1[CH:23]([OH:36])[CH2:24][CH2:25][CH2:26][CH2:27][CH2:28][CH2:29][CH2:30][CH2:31][CH2:32][OH:33]. The yield is 0.130. (3) The reactants are [CH3:1][O:2][C:3](=[O:19])[NH:4][CH2:5][C@@:6]1(CC2C=CC=CC=2)[CH2:10][CH2:9][C@@H:8]([CH3:11])[CH2:7]1.I([O-])(=O)(=O)=O.[Na+].C(#N)C.[OH2:29].C([O:32][CH2:33][CH3:34])C. The catalyst is C(Cl)(Cl)(Cl)Cl.[Ru](Cl)Cl. The product is [CH3:1][O:2][C:3]([NH:4][CH2:5][C@@:6]1([CH2:34][C:33]([OH:32])=[O:29])[CH2:10][CH2:9][C@@H:8]([CH3:11])[CH2:7]1)=[O:19]. The yield is 0.140. (4) The reactants are [OH:1][CH2:2][CH2:3][NH:4][CH2:5][CH2:6][CH2:7][C:8]1[CH:15]=[CH:14][C:11]([C:12]#[N:13])=[CH:10][CH:9]=1.[NH2:16][C:17](N)=[O:18]. The catalyst is O. The product is [C:12]([C:11]1[CH:14]=[CH:15][C:8]([CH2:7][CH2:6][CH2:5][N:4]([CH2:3][CH2:2][OH:1])[C:17]([NH2:16])=[O:18])=[CH:9][CH:10]=1)#[N:13]. The yield is 0.720. (5) The yield is 0.906. The catalyst is ClCCCl.C(Cl)Cl. The product is [Br:1][C:2]1[CH:3]=[CH:4][C:5]([O:6][CH:7]2[CH2:8][CH2:9][C:10]3([C:13](=[O:15])[N:24]([C@H:25]4[CH2:30][CH2:29][C@H:28]([OH:31])[CH2:27][CH2:26]4)[CH2:19][CH2:18]3)[CH2:11][CH2:12]2)=[CH:21][CH:22]=1. The reactants are [Br:1][C:2]1[CH:22]=[CH:21][C:5]([O:6][CH:7]2[CH2:12][CH2:11][C:10]([CH2:18][CH:19]=O)([C:13]([O:15]CC)=O)[CH2:9][CH2:8]2)=[CH:4][CH:3]=1.Cl.[NH2:24][C@H:25]1[CH2:30][CH2:29][C@H:28]([OH:31])[CH2:27][CH2:26]1.C(N(CC)CC)C.C(O[BH-](OC(=O)C)OC(=O)C)(=O)C.[Na+]. (6) The reactants are [CH3:1][O:2][C:3](=[O:44])[C@H:4]1[O:31][CH:8]([O:9][C:10]2[CH:15]=[CH:14][C:13]([CH2:16][CH2:17][CH2:18][CH2:19][NH:20]C(OCC3C=CC=CC=3)=O)=[CH:12][CH:11]=2)[C@H:7]([O:32][C:33](=[O:35])[CH3:34])[C@@H:6]([O:36][C:37](=[O:39])[CH3:38])[C@@H:5]1[O:40][C:41](=[O:43])[CH3:42]. The catalyst is CO.[Pd]. The product is [CH3:1][O:2][C:3](=[O:44])[C@H:4]1[O:31][CH:8]([O:9][C:10]2[CH:11]=[CH:12][C:13]([CH2:16][CH2:17][CH2:18][CH2:19][NH2:20])=[CH:14][CH:15]=2)[C@H:7]([O:32][C:33](=[O:35])[CH3:34])[C@@H:6]([O:36][C:37](=[O:39])[CH3:38])[C@@H:5]1[O:40][C:41](=[O:43])[CH3:42]. The yield is 0.840.